From a dataset of Peptide-MHC class I binding affinity with 185,985 pairs from IEDB/IMGT. Regression. Given a peptide amino acid sequence and an MHC pseudo amino acid sequence, predict their binding affinity value. This is MHC class I binding data. (1) The peptide sequence is MEFEPFQSL. The MHC is HLA-A68:02 with pseudo-sequence HLA-A68:02. The binding affinity (normalized) is 0.296. (2) The peptide sequence is TPQDLNTML. The MHC is HLA-A02:06 with pseudo-sequence HLA-A02:06. The binding affinity (normalized) is 0.